Task: Predict which catalyst facilitates the given reaction.. Dataset: Catalyst prediction with 721,799 reactions and 888 catalyst types from USPTO (1) Reactant: Br[C:2]1[CH:3]=[CH:4][C:5]([NH:8][C:9](=[O:14])[C:10]([CH3:13])([CH3:12])[CH3:11])=[N:6][CH:7]=1.C([Li])CCC.CN(C)[CH:22]=[O:23].COC(C)(C)C. Product: [CH:22]([C:2]1[CH:3]=[CH:4][C:5]([NH:8][C:9](=[O:14])[C:10]([CH3:13])([CH3:12])[CH3:11])=[N:6][CH:7]=1)=[O:23]. The catalyst class is: 1. (2) Reactant: [NH:1]1[C:9]2[C:4](=[CH:5][CH:6]=[CH:7][CH:8]=2)[CH2:3][C:2]1=[O:10].[CH3:11][C:12]1[CH:13]=[C:14]([CH:17]=O)[S:15][CH:16]=1. Product: [CH3:11][C:12]1[CH:13]=[C:14]([CH:17]=[C:3]2[C:4]3[C:9](=[CH:8][CH:7]=[CH:6][CH:5]=3)[NH:1][C:2]2=[O:10])[S:15][CH:16]=1. The catalyst class is: 495. (3) Reactant: [Cl:1][C:2]1[N:7]=[C:6](Cl)[C:5]([Cl:9])=[CH:4][N:3]=1.[NH2:10][CH:11]1[CH2:28][CH2:27][C:14]2([CH2:19][CH2:18][N:17]([C:20]([O:22][C:23]([CH3:26])([CH3:25])[CH3:24])=[O:21])[CH2:16][CH2:15]2)[CH2:13][CH2:12]1.CCN(CC)CC. Product: [Cl:1][C:2]1[N:7]=[C:6]([NH:10][CH:11]2[CH2:12][CH2:13][C:14]3([CH2:19][CH2:18][N:17]([C:20]([O:22][C:23]([CH3:24])([CH3:25])[CH3:26])=[O:21])[CH2:16][CH2:15]3)[CH2:27][CH2:28]2)[C:5]([Cl:9])=[CH:4][N:3]=1. The catalyst class is: 8. (4) Reactant: [OH:1][C:2]1[CH:11]=[CH:10][CH:9]=[C:8]2[C:3]=1[CH:4]=[CH:5][CH:6]=[N+:7]2[O-].[C-]#N.[Na+].[CH2:16]([N:18](CC)CC)C.Cl[Si](C)(C)C. Product: [OH:1][C:2]1[CH:11]=[CH:10][CH:9]=[C:8]2[C:3]=1[CH:4]=[CH:5][C:6]([C:16]#[N:18])=[N:7]2. The catalyst class is: 3. (5) Reactant: [C:1]([C:5]1[N:10]=[C:9]([N:11]2[CH2:16][CH2:15][NH:14][CH2:13][CH2:12]2)[CH:8]=[C:7]([CH:17]2[CH2:20][CH2:19][CH2:18]2)[N:6]=1)([CH3:4])([CH3:3])[CH3:2].Cl[CH2:22][CH2:23][CH2:24][O:25][C:26](=[O:28])[CH3:27].C(N(CC)CC)C. Product: [C:1]([C:5]1[N:10]=[C:9]([N:11]2[CH2:12][CH2:13][N:14]([CH2:22][CH2:23][CH2:24][O:25][C:26](=[O:28])[CH3:27])[CH2:15][CH2:16]2)[CH:8]=[C:7]([CH:17]2[CH2:20][CH2:19][CH2:18]2)[N:6]=1)([CH3:4])([CH3:2])[CH3:3]. The catalyst class is: 9. (6) Reactant: [Br:1][C:2]1[CH:3]=[CH:4][C:5]([O:17][CH2:18][C:19]2[CH:24]=[CH:23][C:22]([Cl:25])=[CH:21][CH:20]=2)=[C:6]([CH:8]([OH:16])[CH2:9][N:10]2[CH2:15][CH2:14][NH:13][CH2:12][CH2:11]2)[CH:7]=1.[N:26]1[CH:31]=[CH:30][CH:29]=[C:28]([C:32](O)=[O:33])[CH:27]=1.CN(C(ON1N=NC2C=CC=NC1=2)=[N+](C)C)C.F[P-](F)(F)(F)(F)F.CCN(CC)CC. Product: [Br:1][C:2]1[CH:3]=[CH:4][C:5]([O:17][CH2:18][C:19]2[CH:20]=[CH:21][C:22]([Cl:25])=[CH:23][CH:24]=2)=[C:6]([CH:8]([OH:16])[CH2:9][N:10]2[CH2:11][CH2:12][N:13]([C:32]([C:28]3[CH:27]=[N:26][CH:31]=[CH:30][CH:29]=3)=[O:33])[CH2:14][CH2:15]2)[CH:7]=1. The catalyst class is: 3.